Predict the product of the given reaction. From a dataset of Forward reaction prediction with 1.9M reactions from USPTO patents (1976-2016). (1) Given the reactants O.[OH-].[Li+].[C:4]([O:8][C:9](=[O:34])[CH2:10][N:11]1[C:19]2[C:14](=[CH:15][CH:16]=[CH:17][CH:18]=2)[C:13]([CH2:20][C@H:21]([NH:26][C:27]([O:29][C:30]([CH3:33])([CH3:32])[CH3:31])=[O:28])[C:22]([O:24]C)=[O:23])=[CH:12]1)([CH3:7])([CH3:6])[CH3:5].Cl, predict the reaction product. The product is: [C:4]([O:8][C:9](=[O:34])[CH2:10][N:11]1[C:19]2[C:14](=[CH:15][CH:16]=[CH:17][CH:18]=2)[C:13]([CH2:20][C@H:21]([NH:26][C:27]([O:29][C:30]([CH3:33])([CH3:32])[CH3:31])=[O:28])[C:22]([OH:24])=[O:23])=[CH:12]1)([CH3:6])([CH3:7])[CH3:5]. (2) Given the reactants [CH3:1][C:2]([O:5][C:6]([N:8]1[CH:12]([CH3:13])[CH2:11][CH:10]([C:14]([OH:16])=O)[CH2:9]1)=[O:7])([CH3:4])[CH3:3].CCN(C(C)C)C(C)C.[CH2:26]([NH2:33])[C:27]1[CH:32]=[CH:31][CH:30]=[CH:29][CH:28]=1.CN(C(ON1N=NC2C=CC=NC1=2)=[N+](C)C)C.F[P-](F)(F)(F)(F)F, predict the reaction product. The product is: [CH3:13][CH:12]1[CH2:11][CH:10]([C:14]([NH:33][CH2:26][C:27]2[CH:32]=[CH:31][CH:30]=[CH:29][CH:28]=2)=[O:16])[CH2:9][N:8]1[C:6]([O:5][C:2]([CH3:1])([CH3:3])[CH3:4])=[O:7]. (3) Given the reactants [NH2:1][C:2]1[C:7]2=[C:8](Br)[CH:9]=[C:10]([CH:11]3[CH2:16][CH2:15][N:14]([C:17]([O:19][C:20]([CH3:23])([CH3:22])[CH3:21])=[O:18])[CH2:13][CH2:12]3)[N:6]2[N:5]=[CH:4][N:3]=1.[F:25][C:26]1[CH:51]=[CH:50][CH:49]=[CH:48][C:27]=1[CH2:28][N:29]1[C:37]([NH2:38])=[C:36]2[C:31]([CH:32]=[C:33](B3OC(C)(C)C(C)(C)O3)[CH:34]=[CH:35]2)=[N:30]1.C([O-])([O-])=O.[Na+].[Na+].O, predict the reaction product. The product is: [NH2:1][C:2]1[C:7]2=[C:8]([C:33]3[CH:34]=[CH:35][C:36]4[C:31]([CH:32]=3)=[N:30][N:29]([CH2:28][C:27]3[CH:48]=[CH:49][CH:50]=[CH:51][C:26]=3[F:25])[C:37]=4[NH2:38])[CH:9]=[C:10]([CH:11]3[CH2:16][CH2:15][N:14]([C:17]([O:19][C:20]([CH3:23])([CH3:22])[CH3:21])=[O:18])[CH2:13][CH2:12]3)[N:6]2[N:5]=[CH:4][N:3]=1. (4) Given the reactants [F:1][C:2]([F:13])([F:12])[C:3]1[C:4]([C:9]([OH:11])=O)=[N:5][CH:6]=[CH:7][N:8]=1.[CH2:14]([C:18]1[CH:19]=[C:20]([CH:22]=[CH:23][C:24]=1[CH:25]([C:30]([F:33])([F:32])[F:31])[C:26]([F:29])([F:28])[F:27])N)[CH:15]([CH3:17])[CH3:16].[I-].ClC1C=CC=C[N+:37]=1C.C(N(CC)CC)C, predict the reaction product. The product is: [CH2:14]([C:18]1[CH:19]=[C:20]([C:7]2[N:8]=[C:3]([C:2]([F:1])([F:13])[F:12])[C:4]([C:9]([NH2:37])=[O:11])=[N:5][CH:6]=2)[CH:22]=[CH:23][C:24]=1[CH:25]([C:30]([F:31])([F:32])[F:33])[C:26]([F:27])([F:28])[F:29])[CH:15]([CH3:17])[CH3:16]. (5) Given the reactants Cl.[CH3:2][O:3][C@H:4]1[CH2:8][CH2:7][NH:6][CH2:5]1.Br[C:10]1[CH:15]=[CH:14][C:13]([S:16]([N:19]2[CH2:28][CH2:27][C:26]3[C@:21]([CH2:39][O:40][CH3:41])([CH2:22][C:23]4[CH:31]=[N:30][N:29]([C:32]5[CH:37]=[CH:36][C:35]([F:38])=[CH:34][CH:33]=5)[C:24]=4[CH:25]=3)[CH2:20]2)(=[O:18])=[O:17])=[CH:12][CH:11]=1, predict the reaction product. The product is: [F:38][C:35]1[CH:34]=[CH:33][C:32]([N:29]2[C:24]3[CH:25]=[C:26]4[C@:21]([CH2:39][O:40][CH3:41])([CH2:22][C:23]=3[CH:31]=[N:30]2)[CH2:20][N:19]([S:16]([C:13]2[CH:12]=[CH:11][C:10]([N:6]3[CH2:7][CH2:8][C@H:4]([O:3][CH3:2])[CH2:5]3)=[CH:15][CH:14]=2)(=[O:18])=[O:17])[CH2:28][CH2:27]4)=[CH:37][CH:36]=1. (6) Given the reactants [C:1]1([C:15]2[CH:20]=[CH:19][CH:18]=[CH:17][CH:16]=2)[CH:6]=[CH:5][CH:4]=[C:3]([C:7](OC)=[O:8])[C:2]=1[C:11](OC)=[O:12].O.[NH2:22][NH2:23].Cl, predict the reaction product. The product is: [C:15]1([C:1]2[CH:6]=[CH:5][CH:4]=[C:3]3[C:2]=2[C:11]([OH:12])=[N:22][N:23]=[C:7]3[OH:8])[CH:20]=[CH:19][CH:18]=[CH:17][CH:16]=1.